From a dataset of Full USPTO retrosynthesis dataset with 1.9M reactions from patents (1976-2016). Predict the reactants needed to synthesize the given product. Given the product [Br:1][C:2]1[CH:3]=[CH:4][C:5]2[C:9]([CH:10]=1)=[N:8][N:7]1[C:19]([OH:20])=[C:18]([C:12]3[CH:17]=[CH:16][CH:15]=[CH:14][CH:13]=3)[C:24]([OH:25])=[N:11][C:6]=21, predict the reactants needed to synthesize it. The reactants are: [Br:1][C:2]1[CH:10]=[C:9]2[C:5]([C:6]([NH2:11])=[N:7][NH:8]2)=[CH:4][CH:3]=1.[C:12]1([CH:18]([C:24](OCC)=[O:25])[C:19](OCC)=[O:20])[CH:17]=[CH:16][CH:15]=[CH:14][CH:13]=1.C(N(CCCC)CCCC)CCC.[OH-].[Na+].